Task: Predict the reactants needed to synthesize the given product.. Dataset: Full USPTO retrosynthesis dataset with 1.9M reactions from patents (1976-2016) Given the product [C:30]([Si:27]([CH3:29])([CH3:28])[O:8][C:2]([CH3:1])([CH2:5][CH2:6][CH3:7])[C:3]#[CH:4])([CH3:33])([CH3:32])[CH3:31], predict the reactants needed to synthesize it. The reactants are: [CH3:1][C:2]([OH:8])([CH2:5][CH2:6][CH3:7])[C:3]#[CH:4].CN(C=O)C.CCN(CC)CC.FC(F)(F)S(O[Si:27]([C:30]([CH3:33])([CH3:32])[CH3:31])([CH3:29])[CH3:28])(=O)=O.